From a dataset of Forward reaction prediction with 1.9M reactions from USPTO patents (1976-2016). Predict the product of the given reaction. (1) Given the reactants CS(O[C@H:6]1[CH2:10][CH2:9][N:8]([C:11]([O:13][CH2:14][C:15]2[CH:20]=[CH:19][C:18]([N+:21]([O-:23])=[O:22])=[CH:17][CH:16]=2)=[O:12])[CH2:7]1)(=O)=O.[N-:24]=[N+:25]=[N-:26].[Na+], predict the reaction product. The product is: [N:24]([C@@H:6]1[CH2:10][CH2:9][N:8]([C:11]([O:13][CH2:14][C:15]2[CH:20]=[CH:19][C:18]([N+:21]([O-:23])=[O:22])=[CH:17][CH:16]=2)=[O:12])[CH2:7]1)=[N+:25]=[N-:26]. (2) The product is: [OH:82][CH2:81][CH2:80][O:79][CH2:78][CH2:77][O:76][CH2:75][CH2:74][O:73][CH2:72][CH2:71][O:70][CH2:69][CH2:68][O:67][CH2:66][CH2:65][O:64][CH2:63][CH2:62][O:61][CH2:60][CH2:59][NH:58][C:38](=[O:40])[CH2:37][CH2:36][S:35][CH2:34][C:33]1[CH:32]=[C:31]([CH:43]=[CH:42][CH:41]=1)[C:29]([NH:28][C:17]1[CH:18]=[CH:19][C:20]([N:22]2[CH2:27][CH2:26][CH2:25][CH2:24][CH2:23]2)=[CH:21][C:16]=1[C:12]1[CH:11]=[C:10]([CH:15]=[CH:14][N:13]=1)[C:8]([NH:7][CH2:6][C:5]1[CH:44]=[CH:45][CH:46]=[C:3]([C:2]([F:1])([F:48])[F:47])[CH:4]=1)=[O:9])=[O:30]. Given the reactants [F:1][C:2]([F:48])([F:47])[C:3]1[CH:4]=[C:5]([CH:44]=[CH:45][CH:46]=1)[CH2:6][NH:7][C:8]([C:10]1[CH:15]=[CH:14][N:13]=[C:12]([C:16]2[CH:21]=[C:20]([N:22]3[CH2:27][CH2:26][CH2:25][CH2:24][CH2:23]3)[CH:19]=[CH:18][C:17]=2[NH:28][C:29]([C:31]2[CH:32]=[C:33]([CH:41]=[CH:42][CH:43]=2)[CH2:34][S:35][CH2:36][CH2:37][C:38]([OH:40])=O)=[O:30])[CH:11]=1)=[O:9].C(N(C(C)C)CC)(C)C.[NH2:58][CH2:59][CH2:60][O:61][CH2:62][CH2:63][O:64][CH2:65][CH2:66][O:67][CH2:68][CH2:69][O:70][CH2:71][CH2:72][O:73][CH2:74][CH2:75][O:76][CH2:77][CH2:78][O:79][CH2:80][CH2:81][OH:82].CCN=C=NCCCN(C)C.C1C=CC2N(O)N=NC=2C=1, predict the reaction product. (3) Given the reactants [C:1]([N:9]1[CH2:22][CH2:21][C:20]2[C:19]3[CH:18]=[C:17](Br)[CH:16]=[CH:15][C:14]=3[NH:13][C:12]=2[CH2:11][CH2:10]1)(=[O:8])[C:2]1[CH:7]=[CH:6][CH:5]=[CH:4][CH:3]=1.[C:24]1(B(O)O)[CH:29]=[CH:28][CH:27]=[CH:26][CH:25]=1.CCOC(C)=O.CCCCCC, predict the reaction product. The product is: [C:1]([N:9]1[CH2:22][CH2:21][C:20]2[C:19]3[CH:18]=[C:17]([C:24]4[CH:29]=[CH:28][CH:27]=[CH:26][CH:25]=4)[CH:16]=[CH:15][C:14]=3[NH:13][C:12]=2[CH2:11][CH2:10]1)(=[O:8])[C:2]1[CH:7]=[CH:6][CH:5]=[CH:4][CH:3]=1. (4) Given the reactants [N:1]1([C:7]([N:9]2[CH2:14][CH:13]([C:15]3[CH:20]=[CH:19][C:18]([O:21][C:22]([F:25])([F:24])[F:23])=[CH:17][CH:16]=3)[CH2:12][CH:11]([C:26]([OH:28])=O)[CH2:10]2)=[O:8])[CH2:6][CH2:5][O:4][CH2:3][CH2:2]1.O[N:30]=[C:31]([NH2:36])[CH2:32][CH2:33][O:34][CH3:35], predict the reaction product. The product is: [CH3:35][O:34][CH2:33][CH2:32][C:31]1[N:36]=[C:26]([CH:11]2[CH2:12][CH:13]([C:15]3[CH:20]=[CH:19][C:18]([O:21][C:22]([F:25])([F:23])[F:24])=[CH:17][CH:16]=3)[CH2:14][N:9]([C:7]([N:1]3[CH2:6][CH2:5][O:4][CH2:3][CH2:2]3)=[O:8])[CH2:10]2)[O:28][N:30]=1. (5) The product is: [F:17][C:18]1[CH:19]=[C:20]([CH2:24][CH2:25][C@@H:26]2[NH:27][CH2:28][CH2:29][N:16]([C:5]3[C:4]4[N:3]=[C:2]([CH3:1])[S:11][C:10]=4[NH:9][C:8]4[CH:12]=[CH:13][CH:14]=[CH:15][C:7]=4[N:6]=3)[CH2:31]2)[CH:21]=[CH:22][CH:23]=1. Given the reactants [CH3:1][C:2]1[S:11][C:10]2[NH:9][C:8]3[CH:12]=[CH:13][CH:14]=[CH:15][C:7]=3[N:6]=[C:5]([NH2:16])[C:4]=2[N:3]=1.[F:17][C:18]1[CH:19]=[C:20]([CH2:24][CH2:25][C@H:26]2[CH2:31]N[CH2:29][CH2:28][NH:27]2)[CH:21]=[CH:22][CH:23]=1, predict the reaction product. (6) Given the reactants [Cl:1][C:2]1[CH:7]=[CH:6][CH:5]=[CH:4][C:3]=1[CH:8]([O:10][C:11](=[O:34])[NH:12][C:13]1[C:14]([CH3:33])=[N:15][O:16][C:17]=1[C:18]1[CH:23]=[CH:22][CH:21]=[C:20](B2OC(C)(C)C(C)(C)O2)[CH:19]=1)[CH3:9].[CH2:35]([O:37][C:38](=[O:47])[CH2:39][C:40]1[CH:45]=[CH:44][CH:43]=[C:42](Br)[CH:41]=1)[CH3:36], predict the reaction product. The product is: [CH2:35]([O:37][C:38](=[O:47])[CH2:39][C:40]1[CH:41]=[C:42]([C:20]2[CH:21]=[CH:22][CH:23]=[C:18]([C:17]3[O:16][N:15]=[C:14]([CH3:33])[C:13]=3[NH:12][C:11]([O:10][CH:8]([C:3]3[CH:4]=[CH:5][CH:6]=[CH:7][C:2]=3[Cl:1])[CH3:9])=[O:34])[CH:19]=2)[CH:43]=[CH:44][CH:45]=1)[CH3:36].